Dataset: Forward reaction prediction with 1.9M reactions from USPTO patents (1976-2016). Task: Predict the product of the given reaction. (1) Given the reactants [Cl:1][C:2]1[C:7]2[C:8]([I:11])=[CH:9][NH:10][C:6]=2[CH:5]=[CH:4][N:3]=1.[H-].[Na+].[CH3:14][Si:15]([CH3:22])([CH3:21])[CH2:16][CH2:17][O:18][CH2:19]Cl, predict the reaction product. The product is: [Cl:1][C:2]1[C:7]2[C:8]([I:11])=[CH:9][N:10]([CH2:19][O:18][CH2:17][CH2:16][Si:15]([CH3:22])([CH3:21])[CH3:14])[C:6]=2[CH:5]=[CH:4][N:3]=1. (2) The product is: [CH2:11]([C:8]1[O:9][C:10]2[C:2]([B:15]3[O:19][C:18]([CH3:21])([CH3:20])[C:17]([CH3:23])([CH3:22])[O:16]3)=[CH:3][CH:4]=[C:5]([O:13][CH3:14])[C:6]=2[N:7]=1)[CH3:12]. Given the reactants Br[C:2]1[C:10]2[O:9][C:8]([CH2:11][CH3:12])=[N:7][C:6]=2[C:5]([O:13][CH3:14])=[CH:4][CH:3]=1.[B:15]1([B:15]2[O:19][C:18]([CH3:21])([CH3:20])[C:17]([CH3:23])([CH3:22])[O:16]2)[O:19][C:18]([CH3:21])([CH3:20])[C:17]([CH3:23])([CH3:22])[O:16]1.C(C(CCCC)C([O-])=O)C.[K+].O, predict the reaction product. (3) The product is: [Cl:8][C:6]1[CH:5]=[C:4]([O:18][C:15]2[CH:16]=[CH:17][C:12]([N+:9]([O-:11])=[O:10])=[CH:13][CH:14]=2)[N:3]=[CH:2][N:7]=1. Given the reactants Cl[C:2]1[N:7]=[C:6]([Cl:8])[CH:5]=[CH:4][N:3]=1.[N+:9]([C:12]1[CH:17]=[CH:16][C:15]([OH:18])=[CH:14][CH:13]=1)([O-:11])=[O:10].C(=O)([O-])[O-].[K+].[K+], predict the reaction product.